From a dataset of Blood-brain barrier permeability classification from the B3DB database. Regression/Classification. Given a drug SMILES string, predict its absorption, distribution, metabolism, or excretion properties. Task type varies by dataset: regression for continuous measurements (e.g., permeability, clearance, half-life) or binary classification for categorical outcomes (e.g., BBB penetration, CYP inhibition). Dataset: b3db_classification. (1) The drug is CCCCCCCCCCCCCCCC(=O)O[C@@H]1[C@@H](O)[C@@H](O)[C@@H]([C@H](NC(=O)[C@@H]2C[C@@H](CCC)CN2C)[C@H](C)Cl)O[C@@H]1SC. The result is 0 (does not penetrate BBB). (2) The result is 1 (penetrates BBB). The drug is CCCCNCC1COc2cccc(OCC)c2O1.